This data is from Catalyst prediction with 721,799 reactions and 888 catalyst types from USPTO. The task is: Predict which catalyst facilitates the given reaction. (1) Reactant: Cl[C:2]1[N:9]=[C:8]([C:10]2[CH:15]=[CH:14][CH:13]=[CH:12][C:11]=2[Cl:16])[C:7]([C:17]2[CH:22]=[CH:21][C:20]([Cl:23])=[CH:19][CH:18]=2)=[CH:6][C:3]=1[C:4]#[N:5].[Cl:24][C:25]1[CH:26]=[C:27]([OH:31])[CH:28]=[N:29][CH:30]=1.C([O-])([O-])=O.[Cs+].[Cs+]. Product: [Cl:16][C:11]1[CH:12]=[CH:13][CH:14]=[CH:15][C:10]=1[C:8]1[C:7]([C:17]2[CH:18]=[CH:19][C:20]([Cl:23])=[CH:21][CH:22]=2)=[CH:6][C:3]([C:4]#[N:5])=[C:2]([O:31][C:27]2[CH:28]=[N:29][CH:30]=[C:25]([Cl:24])[CH:26]=2)[N:9]=1. The catalyst class is: 11. (2) Reactant: Cl[C:2]1[N:7]=[C:6]([C:8]2[C:9]([C:18]3[CH:19]=[C:20]([NH:24][C:25](=[O:32])[CH2:26][C:27]4[S:28][CH:29]=[CH:30][CH:31]=4)[CH:21]=[CH:22][CH:23]=3)=[N:10][N:11]3[CH:16]=[C:15]([CH3:17])[CH:14]=[CH:13][C:12]=23)[CH:5]=[CH:4][N:3]=1.C(N1CCN([C:42]2[CH:47]=[CH:46][C:45]([NH2:48])=[CH:44][CH:43]=2)CC1)(=O)C.Cl.O1[CH2:55][CH2:54]OCC1. The catalyst class is: 41. Product: [CH3:17][C:15]1[CH:14]=[CH:13][C:12]2[N:11]([N:10]=[C:9]([C:18]3[CH:19]=[C:20]([NH:24][C:25](=[O:32])[CH2:26][C:27]4[S:28][CH:29]=[CH:30][CH:31]=4)[CH:21]=[CH:22][CH:23]=3)[C:8]=2[C:6]2[CH:5]=[CH:4][N:3]=[C:2]([NH:48][C:45]3[CH:44]=[CH:43][CH:42]=[C:47]([CH2:2][N:3]4[CH2:55][CH2:54][CH2:5][CH2:4]4)[CH:46]=3)[N:7]=2)[CH:16]=1. (3) Reactant: Cl[C:2]1[N:7]=[CH:6][C:5]2[C:8]([N:14]3[CH2:20][C:16]4([CH2:19][O:18][CH2:17]4)[CH2:15]3)=[N:9][N:10]([CH:11]([CH3:13])[CH3:12])[C:4]=2[CH:3]=1.[CH3:21][O:22][CH:23]1[CH2:28][CH2:27][N:26]([C:29]2[N:34]=[C:33]([NH2:35])[CH:32]=[CH:31][N:30]=2)[CH2:25][CH2:24]1.C(=O)([O-])[O-].[Cs+].[Cs+].C1(P(C2CCCCC2)C2C=CC=CC=2C2C(C(C)C)=CC(C(C)C)=CC=2C(C)C)CCCCC1. Product: [CH:11]([N:10]1[C:4]2[CH:3]=[C:2]([NH:35][C:33]3[CH:32]=[CH:31][N:30]=[C:29]([N:26]4[CH2:25][CH2:24][CH:23]([O:22][CH3:21])[CH2:28][CH2:27]4)[N:34]=3)[N:7]=[CH:6][C:5]=2[C:8]([N:14]2[CH2:20][C:16]3([CH2:19][O:18][CH2:17]3)[CH2:15]2)=[N:9]1)([CH3:13])[CH3:12]. The catalyst class is: 102. (4) Reactant: Br[C:2]1[CH:7]=[CH:6][CH:5]=[CH:4][C:3]=1[CH2:8][C:9]1[S:13][C:12]([NH2:14])=[N:11][N:10]=1.C([O-])([O-])=O.[Na+].[Na+].[Cl:21][C:22]1[CH:27]=[CH:26][CH:25]=[CH:24][C:23]=1B(O)O. Product: [Cl:21][C:22]1[CH:27]=[CH:26][CH:25]=[CH:24][C:23]=1[C:2]1[CH:7]=[CH:6][CH:5]=[CH:4][C:3]=1[CH2:8][C:9]1[S:13][C:12]([NH2:14])=[N:11][N:10]=1. The catalyst class is: 104.